Dataset: Catalyst prediction with 721,799 reactions and 888 catalyst types from USPTO. Task: Predict which catalyst facilitates the given reaction. (1) Reactant: Cl.[CH3:2][CH:3]([CH2:7][CH2:8][N:9]1[CH2:13][CH2:12][CH2:11][CH2:10]1)[C:4]([OH:6])=O.C(Cl)(=O)C(Cl)=O.C(OC([N:27]1[C:31]([NH2:32])=[CH:30][C:29]([C:33]2[CH:34]=[N:35][C:36]3[C:41]([CH:42]=2)=[CH:40][CH:39]=[CH:38][CH:37]=3)=[N:28]1)=O)(C)(C)C.FC(F)(F)C(O)=O. Product: [CH3:2][CH:3]([CH2:7][CH2:8][N:9]1[CH2:13][CH2:12][CH2:11][CH2:10]1)[C:4]([NH:32][C:31]1[NH:27][N:28]=[C:29]([C:33]2[CH:34]=[N:35][C:36]3[C:41]([CH:42]=2)=[CH:40][CH:39]=[CH:38][CH:37]=3)[CH:30]=1)=[O:6]. The catalyst class is: 705. (2) Reactant: C(N(C(C)C)CC)(C)C.[C:10]([O:14][C:15]([N:17]1[CH2:22][CH2:21][CH:20]([S:23]([C:26]2[CH:31]=[CH:30][C:29]([NH2:32])=[CH:28][CH:27]=2)(=[O:25])=[O:24])[CH2:19][CH2:18]1)=[O:16])([CH3:13])([CH3:12])[CH3:11].[C:33](Cl)(=[O:36])[CH:34]=[CH2:35]. Product: [C:10]([O:14][C:15]([N:17]1[CH2:22][CH2:21][CH:20]([S:23]([C:26]2[CH:31]=[CH:30][C:29]([NH:32][C:33](=[O:36])[CH:34]=[CH2:35])=[CH:28][CH:27]=2)(=[O:25])=[O:24])[CH2:19][CH2:18]1)=[O:16])([CH3:13])([CH3:11])[CH3:12]. The catalyst class is: 1. (3) Product: [Na+:48].[Na+:48].[F:42][C:39]1[CH:40]=[CH:41][C:36]([C:5]([OH:35])([CH2:6][C:7]([C:11]2[N:12]([CH:32]([CH3:34])[CH3:33])[CH:13]=[C:14]([C:26]3[CH:31]=[CH:30][CH:29]=[CH:28][CH:27]=3)[C:15]=2[C:16](=[O:25])[NH:17][C:18]2[CH:19]=[CH:20][C:21]([OH:24])=[CH:22][CH:23]=2)([OH:10])[CH2:8][CH3:9])[CH2:4][C:3]([O-:43])=[O:2])=[CH:37][CH:38]=1.[F:42][C:39]1[CH:40]=[CH:41][C:36]([C:5]([OH:35])([CH2:6][C:7]([OH:10])([C:11]2[N:12]([CH:32]([CH3:33])[CH3:34])[CH:13]=[C:14]([C:26]3[CH:31]=[CH:30][CH:29]=[CH:28][CH:27]=3)[C:15]=2[C:16](=[O:25])[NH:17][C:18]2[CH:23]=[CH:22][C:21]([OH:24])=[CH:20][CH:19]=2)[CH2:8][CH3:9])[CH2:4][C:3]([O-:43])=[O:2])=[CH:37][CH:38]=1. The catalyst class is: 100. Reactant: C[O:2][C:3](=[O:43])[CH2:4][C:5]([C:36]1[CH:41]=[CH:40][C:39]([F:42])=[CH:38][CH:37]=1)([OH:35])[CH2:6][C:7]([C:11]1[N:12]([CH:32]([CH3:34])[CH3:33])[CH:13]=[C:14]([C:26]2[CH:31]=[CH:30][CH:29]=[CH:28][CH:27]=2)[C:15]=1[C:16](=[O:25])[NH:17][C:18]1[CH:23]=[CH:22][C:21]([OH:24])=[CH:20][CH:19]=1)([OH:10])[CH2:8][CH3:9].C(O)C.[OH-].[Na+:48]. (4) Reactant: [F:1][C:2]1[CH:7]=[CH:6][CH:5]=[CH:4][C:3]=1[CH2:8][C:9]([OH:11])=O.C(N1C=CN=C1)(N1C=CN=C1)=O.[NH2:24][CH2:25][CH2:26][O:27][C:28]1[CH:33]=[CH:32][C:31]([CH:34]2[CH2:39][CH2:38][N:37]([C:40]([O:42][CH2:43][C:44]3[CH:49]=[CH:48][CH:47]=[CH:46][CH:45]=3)=[O:41])[CH2:36][CH:35]2[O:50][CH2:51][C:52]2[CH:53]=[CH:54][C:55]3[O:60][CH2:59][CH2:58][N:57]([CH2:61][CH2:62][CH2:63][O:64][CH3:65])[C:56]=3[CH:66]=2)=[CH:30][CH:29]=1. Product: [F:1][C:2]1[CH:7]=[CH:6][CH:5]=[CH:4][C:3]=1[CH2:8][C:9]([NH:24][CH2:25][CH2:26][O:27][C:28]1[CH:29]=[CH:30][C:31]([CH:34]2[CH2:39][CH2:38][N:37]([C:40]([O:42][CH2:43][C:44]3[CH:49]=[CH:48][CH:47]=[CH:46][CH:45]=3)=[O:41])[CH2:36][CH:35]2[O:50][CH2:51][C:52]2[CH:53]=[CH:54][C:55]3[O:60][CH2:59][CH2:58][N:57]([CH2:61][CH2:62][CH2:63][O:64][CH3:65])[C:56]=3[CH:66]=2)=[CH:32][CH:33]=1)=[O:11]. The catalyst class is: 4. (5) Reactant: [N:1]1([CH2:7][C:8]2[CH:9]=[CH:10][C:11](OS(C(F)(F)F)(=O)=O)=[N:12][CH:13]=2)[CH2:6][CH2:5][CH2:4][CH2:3][CH2:2]1.[N:22]1([CH2:28][C:29]2N=CC(O)=[CH:31][CH:30]=2)[CH2:27][CH2:26][CH2:25][CH2:24][CH2:23]1.C1(NS(C(F)(F)F)(=O)=O)C=CC=CC=1. Product: [NH3:1].[N:22]1([CH2:28][CH2:29][C:30]#[C:31][C:11]2[CH:10]=[CH:9][C:8]([CH2:7][N:1]3[CH2:6][CH2:5][CH2:4][CH2:3][CH2:2]3)=[CH:13][N:12]=2)[CH2:27][CH2:26][CH2:25][CH2:24][CH2:23]1. The catalyst class is: 2. (6) Reactant: [CH3:1][N:2]1[C:10]2N=CN(C)[C:6]=2[C:5](=[O:12])[N:4]([C:13]2[CH:27]=[CH:26][C:16]([CH2:17][C@@H:18]([C:20]([O:22][CH:23]([CH3:25])[CH3:24])=[O:21])[NH2:19])=[CH:15][CH:14]=2)[C:3]1=[O:28].[CH:29]1([NH:32][C:33]([C:35]2[CH:40]=[CH:39][C:38]([S:41]([NH:44][C:45]3[CH:53]=[C:52]([F:54])[C:48]([C:49]([OH:51])=O)=[C:47]([F:55])[CH:46]=3)(=[O:43])=[O:42])=[CH:37][CH:36]=2)=[O:34])[CH2:31][CH2:30]1.CN([C:59]([O:63]N1N=NC2C=CC=NC1=2)=[N+](C)C)C.F[P-](F)(F)(F)(F)F.[CH:80]1C=N[C:83]2N(O)N=N[C:82]=2[CH:81]=1.C(N(CC)CC)C. Product: [CH:29]1([NH:32][C:33]([C:35]2[CH:40]=[CH:39][C:38]([S:41]([NH:44][C:45]3[CH:53]=[C:52]([F:54])[C:48]([C:49]([NH:19][C@H:18]([C:20]([O:22][CH:23]([CH3:25])[CH3:24])=[O:21])[CH2:17][C:16]4[CH:26]=[CH:27][C:13]([N:4]5[C:5](=[O:12])[C:6]6[C:10](=[CH:80][CH:81]=[C:82]([O:63][CH3:59])[CH:83]=6)[N:2]([CH3:1])[C:3]5=[O:28])=[CH:14][CH:15]=4)=[O:51])=[C:47]([F:55])[CH:46]=3)(=[O:43])=[O:42])=[CH:37][CH:36]=2)=[O:34])[CH2:31][CH2:30]1. The catalyst class is: 2.